From a dataset of Forward reaction prediction with 1.9M reactions from USPTO patents (1976-2016). Predict the product of the given reaction. The product is: [CH3:12][C:8]1([CH3:13])[CH2:7][CH2:6][C:5]2[C:10](=[CH:11][C:2]([OH:1])=[CH:3][CH:4]=2)[O:9]1. Given the reactants [OH:1][C:2]1[CH:11]=[C:10]2[C:5]([C:6](=O)[CH2:7][C:8]([CH3:13])([CH3:12])[O:9]2)=[CH:4][CH:3]=1.Cl, predict the reaction product.